Dataset: Catalyst prediction with 721,799 reactions and 888 catalyst types from USPTO. Task: Predict which catalyst facilitates the given reaction. Reactant: [CH3:1][C:2]1[O:3][C:4]2[C:9]([C:10](=[O:12])[CH:11]=1)=[CH:8][CH:7]=[CH:6][C:5]=2[CH:13]=O.[CH3:15][C:16](=O)[CH2:17][C:18](=[O:20])[CH3:19].[NH2:22]/[C:23](/[CH3:33])=[CH:24]\[C:25]([O:27][CH:28]1[CH2:32][CH2:31][CH2:30][CH2:29]1)=[O:26].C(O)(=O)C. Product: [C:18]([C:17]1[CH:13]([C:5]2[CH:6]=[CH:7][CH:8]=[C:9]3[C:4]=2[O:3][C:2]([CH3:1])=[CH:11][C:10]3=[O:12])[C:24]([C:25]([O:27][CH:28]2[CH2:32][CH2:31][CH2:30][CH2:29]2)=[O:26])=[C:23]([CH3:33])[NH:22][C:16]=1[CH3:15])(=[O:20])[CH3:19]. The catalyst class is: 41.